From a dataset of Forward reaction prediction with 1.9M reactions from USPTO patents (1976-2016). Predict the product of the given reaction. (1) Given the reactants [CH2:1]([NH:8][C:9]1[CH:14]=[C:13]([NH:15][C:16]2[CH:21]=[CH:20][C:19]([N:22]3[CH2:28][CH2:27][CH2:26][N:25](C(=O)C(F)(F)F)[CH2:24][CH2:23]3)=[CH:18][CH:17]=2)[N:12]=[CH:11][C:10]=1[CH2:35][C:36]([NH2:38])=[O:37])[C:2]1[CH:7]=[CH:6][CH:5]=[CH:4][CH:3]=1, predict the reaction product. The product is: [CH2:1]([NH:8][C:9]1[CH:14]=[C:13]([NH:15][C:16]2[CH:17]=[CH:18][C:19]([N:22]3[CH2:28][CH2:27][CH2:26][NH:25][CH2:24][CH2:23]3)=[CH:20][CH:21]=2)[N:12]=[CH:11][C:10]=1[CH2:35][C:36]([NH2:38])=[O:37])[C:2]1[CH:7]=[CH:6][CH:5]=[CH:4][CH:3]=1. (2) Given the reactants [OH:1][CH:2]1[CH2:7][CH2:6][N:5]([C:8]([N:10]2[CH2:15][CH:14]([C:16]3[CH:21]=[CH:20][C:19]([CH3:22])=[C:18]([C:23]([F:26])([F:25])[F:24])[CH:17]=3)[CH2:13][CH:12]([C:27]([OH:29])=O)[CH2:11]2)=[O:9])[CH2:4][CH2:3]1.O[NH:31][C:32](=[NH:38])[CH2:33][S:34]([CH3:37])(=[O:36])=[O:35], predict the reaction product. The product is: [OH:1][CH:2]1[CH2:7][CH2:6][N:5]([C:8]([N:10]2[CH2:15][CH:14]([C:16]3[CH:21]=[CH:20][C:19]([CH3:22])=[C:18]([C:23]([F:24])([F:26])[F:25])[CH:17]=3)[CH2:13][CH:12]([C:27]3[O:29][N:38]=[C:32]([CH2:33][S:34]([CH3:37])(=[O:36])=[O:35])[N:31]=3)[CH2:11]2)=[O:9])[CH2:4][CH2:3]1. (3) Given the reactants [C:1]1([S:7]([CH2:10][C:11]2[N:16]=[C:15]([S:17][CH3:18])[N:14]=[C:13](O)[CH:12]=2)(=[O:9])=[O:8])[CH:6]=[CH:5][CH:4]=[CH:3][CH:2]=1.P(Cl)(Cl)([Cl:22])=O, predict the reaction product. The product is: [C:1]1([S:7]([CH2:10][C:11]2[CH:12]=[C:13]([Cl:22])[N:14]=[C:15]([S:17][CH3:18])[N:16]=2)(=[O:9])=[O:8])[CH:6]=[CH:5][CH:4]=[CH:3][CH:2]=1. (4) Given the reactants [CH:1]1([C@H:7]([NH:12][C:13]([C:15]2[CH:20]=[CH:19][C:18]([C:21]3[CH:26]=[CH:25][C:24]([O:27][CH3:28])=[C:23]([F:29])[CH:22]=3)=[CH:17][C:16]=2[N+:30]([O-])=O)=[O:14])[C:8]([O:10][CH3:11])=[O:9])[CH2:6][CH2:5][CH2:4][CH2:3][CH2:2]1, predict the reaction product. The product is: [NH2:30][C:16]1[CH:17]=[C:18]([C:21]2[CH:26]=[CH:25][C:24]([O:27][CH3:28])=[C:23]([F:29])[CH:22]=2)[CH:19]=[CH:20][C:15]=1[C:13]([NH:12][C@@H:7]([CH:1]1[CH2:2][CH2:3][CH2:4][CH2:5][CH2:6]1)[C:8]([O:10][CH3:11])=[O:9])=[O:14]. (5) Given the reactants Cl.[CH2:2]([C:9]1[CH:14]=[C:13]([CH3:15])[N:12]=[C:11]([NH:16][CH:17]2[CH2:22][CH2:21][NH:20][CH2:19][CH2:18]2)[N:10]=1)[C:3]1[CH:8]=[CH:7][CH:6]=[CH:5][CH:4]=1.[Cl:23][C:24]1[N:28]=[C:27](Cl)[S:26][N:25]=1.C(N(CC)C(C)C)(C)C, predict the reaction product. The product is: [CH2:2]([C:9]1[CH:14]=[C:13]([CH3:15])[N:12]=[C:11]([NH:16][CH:17]2[CH2:22][CH2:21][N:20]([C:27]3[S:26][N:25]=[C:24]([Cl:23])[N:28]=3)[CH2:19][CH2:18]2)[N:10]=1)[C:3]1[CH:4]=[CH:5][CH:6]=[CH:7][CH:8]=1. (6) The product is: [F:1][C:2]1[C:7]([O:8][CH3:9])=[C:6]([O:10][CH3:11])[CH:5]=[CH:4][C:3]=1[NH2:12]. Given the reactants [F:1][C:2]1[C:7]([O:8][CH3:9])=[C:6]([O:10][CH3:11])[CH:5]=[CH:4][C:3]=1[N+:12]([O-])=O, predict the reaction product.